This data is from Catalyst prediction with 721,799 reactions and 888 catalyst types from USPTO. The task is: Predict which catalyst facilitates the given reaction. (1) The catalyst class is: 50. Reactant: [N+:1]([C:4]1[CH:9]=[CH:8][C:7]([N:10]2[CH:14]=[CH:13][N:12]([C:15]3[CH:20]=[CH:19][C:18]([O:21][C:22]([F:25])([F:24])[F:23])=[CH:17][CH:16]=3)[C:11]2=[O:26])=[CH:6][CH:5]=1)([O-])=O. Product: [NH2:1][C:4]1[CH:9]=[CH:8][C:7]([N:10]2[CH2:14][CH2:13][N:12]([C:15]3[CH:16]=[CH:17][C:18]([O:21][C:22]([F:24])([F:25])[F:23])=[CH:19][CH:20]=3)[C:11]2=[O:26])=[CH:6][CH:5]=1. (2) Reactant: P([O-])([O-])([O-])=O.[K+].[K+].[K+].F[C:10]1[C:15]([CH2:16][CH2:17][OH:18])=[C:14]([I:19])[CH:13]=[CH:12][N:11]=1. Product: [I:19][C:14]1[CH:13]=[CH:12][N:11]=[C:10]2[O:18][CH2:17][CH2:16][C:15]=12. The catalyst class is: 12.